Dataset: Full USPTO retrosynthesis dataset with 1.9M reactions from patents (1976-2016). Task: Predict the reactants needed to synthesize the given product. (1) Given the product [CH3:1][O:2][C:3](=[O:12])[C:4]1[CH:9]=[C:8]([C:19](=[O:20])[CH2:18][Br:39])[CH:7]=[CH:6][C:5]=1[Br:11], predict the reactants needed to synthesize it. The reactants are: [CH3:1][O:2][C:3](=[O:12])[C:4]1[CH:9]=[C:8](I)[CH:7]=[CH:6][C:5]=1[Br:11].C([Sn](CCCC)(CCCC)[CH:18]=[CH:19][O:20]CC)CCC.O.C1C(=O)N([Br:39])C(=O)C1. (2) Given the product [CH:32]1[C:33]2[CH:34]([CH2:36][O:37][C:38]([NH:40][CH2:41][C:42]([O:1][C@H:2]3[CH2:19][CH2:18][C@@:17]4([CH3:20])[CH:4]([C:5](=[O:22])[CH2:6][C@@H:7]5[C@@H:16]4[CH2:15][CH2:14][C@@:12]4([CH3:13])[C@H:8]5[CH2:9][CH2:10][C:11]4=[O:21])[CH2:3]3)=[O:43])=[O:39])[C:35]3[C:27](=[CH:26][CH:25]=[CH:24][CH:23]=3)[C:28]=2[CH:29]=[CH:30][CH:31]=1, predict the reactants needed to synthesize it. The reactants are: [OH:1][C@H:2]1[CH2:19][CH2:18][C@@:17]2([CH3:20])[CH:4]([C:5](=[O:22])[CH2:6][C@@H:7]3[C@@H:16]2[CH2:15][CH2:14][C@@:12]2([CH3:13])[C@H:8]3[CH2:9][CH2:10][C:11]2=[O:21])[CH2:3]1.[CH:23]1[C:35]2[CH:34]([CH2:36][O:37][C:38]([NH:40][CH2:41][C:42](O)=[O:43])=[O:39])[C:33]3[C:28](=[CH:29][CH:30]=[CH:31][CH:32]=3)[C:27]=2[CH:26]=[CH:25][CH:24]=1.C1(N=C=NC2CCCCC2)CCCCC1. (3) Given the product [F:18][C:5]1[C:6]([N:8]2[C:12](=[O:13])[N:11]([CH:14]([F:16])[F:15])[C:10]([CH3:17])=[N:9]2)=[CH:7][C:2]2[N:1]=[C:23]([SH:25])[S:24][C:3]=2[CH:4]=1, predict the reactants needed to synthesize it. The reactants are: [NH2:1][C:2]1[C:3](Br)=[CH:4][C:5]([F:18])=[C:6]([N:8]2[C:12](=[O:13])[N:11]([CH:14]([F:16])[F:15])[C:10]([CH3:17])=[N:9]2)[CH:7]=1.CCO[C:23]([S-:25])=[S:24].[K+].Cl. (4) Given the product [C:15]([N:13]1[C:14]2[CH:1]=[CH:2][CH:3]=[CH:4][C:5]=2[S:6][C:7]2[C:12]1=[CH:11][CH:10]=[CH:9][CH:8]=2)(=[O:17])[CH3:16], predict the reactants needed to synthesize it. The reactants are: [CH:1]1[C:14]2[NH:13][C:12]3[C:7](=[CH:8][CH:9]=[CH:10][CH:11]=3)[S:6][C:5]=2[CH:4]=[CH:3][CH:2]=1.[C:15](Cl)(=[O:17])[CH3:16]. (5) Given the product [Cl:1][C:2]1[CH:7]=[C:6]([Cl:8])[C:5]([O:9][CH3:10])=[CH:4][C:3]=1[NH:11][C:12]1[C:21]2[C:16](=[CH:17][C:18](/[CH:24]=[CH:25]/[CH2:26][CH2:27][N:48]3[CH2:49][CH2:50][N:45]([CH2:43][CH3:44])[CH2:46][CH2:47]3)=[C:19]([O:22][CH3:23])[CH:20]=2)[N:15]=[CH:14][C:13]=1[C:29]#[N:30], predict the reactants needed to synthesize it. The reactants are: [Cl:1][C:2]1[CH:7]=[C:6]([Cl:8])[C:5]([O:9][CH3:10])=[CH:4][C:3]=1[NH:11][C:12]1[C:21]2[C:16](=[CH:17][C:18](/[CH:24]=[CH:25]/[CH2:26][CH2:27]O)=[C:19]([O:22][CH3:23])[CH:20]=2)[N:15]=[CH:14][C:13]=1[C:29]#[N:30].CCN(CC)CC.CS(Cl)(=O)=O.[CH2:43]([N:45]1[CH2:50][CH2:49][NH:48][CH2:47][CH2:46]1)[CH3:44]. (6) The reactants are: [CH3:1][O:2][C:3]1[CH:11]=[C:10]([C:12]([F:15])([F:14])[F:13])[CH:9]=[CH:8][C:4]=1[C:5]([OH:7])=O.C[O:17][C:18](=[O:38])[CH2:19][CH2:20][C:21]1[CH:26]=[CH:25][C:24]([O:27][C:28]2[CH:33]=[C:32]([F:34])[CH:31]=[C:30]([CH2:35][NH2:36])[CH:29]=2)=[CH:23][C:22]=1[CH3:37]. Given the product [F:34][C:32]1[CH:33]=[C:28]([CH:29]=[C:30]([CH2:35][NH:36][C:5](=[O:7])[C:4]2[CH:8]=[CH:9][C:10]([C:12]([F:15])([F:14])[F:13])=[CH:11][C:3]=2[O:2][CH3:1])[CH:31]=1)[O:27][C:24]1[CH:25]=[CH:26][C:21]([CH2:20][CH2:19][C:18]([OH:38])=[O:17])=[C:22]([CH3:37])[CH:23]=1, predict the reactants needed to synthesize it. (7) Given the product [Br:24][C:25]1[CH:29]=[C:28]([C:30]([NH:8][C:9]2[CH:22]=[CH:21][C:20]([Cl:23])=[CH:19][C:10]=2[C:11](=[O:12])[NH:13][CH:14]([CH:16]2[CH2:18][CH2:17]2)[CH3:15])=[O:39])[N:27]([C:40]2[C:45]([Cl:46])=[CH:44][CH:43]=[CH:42][N:41]=2)[N:26]=1, predict the reactants needed to synthesize it. The reactants are: S([O-])([O-])(=O)=O.[Na+].[Na+].[NH2:8][C:9]1[CH:22]=[CH:21][C:20]([Cl:23])=[CH:19][C:10]=1[C:11]([NH:13][CH:14]([CH:16]1[CH2:18][CH2:17]1)[CH3:15])=[O:12].[Br:24][C:25]1[CH:29]=[C:28]([C:30](=[O:39])SCC2C=CC=CC=2)[N:27]([C:40]2[C:45]([Cl:46])=[CH:44][CH:43]=[CH:42][N:41]=2)[N:26]=1.CC(C)([O-])C.[K+]. (8) Given the product [CH2:6]([N:10]=[CH:11][C:12]1[C:17]([C:18]([F:21])([F:20])[F:19])=[CH:16][C:15]([C:22]([F:25])([F:24])[F:23])=[CH:14][C:13]=1[CH:1]1[CH2:3][CH2:2]1)[CH2:7][CH2:8][CH3:9], predict the reactants needed to synthesize it. The reactants are: [CH:1]1(Br)[CH2:3][CH2:2]1.[Mg].[CH2:6]([N:10]=[CH:11][C:12]1[C:17]([C:18]([F:21])([F:20])[F:19])=[CH:16][C:15]([C:22]([F:25])([F:24])[F:23])=[CH:14][C:13]=1F)[CH2:7][CH2:8][CH3:9]. (9) Given the product [Cl:1][C:2]1[CH:7]=[CH:6][C:5]([S:8][C:17]2[CH:22]=[CH:21][CH:20]=[CH:19][CH:18]=2)=[CH:4][CH:3]=1, predict the reactants needed to synthesize it. The reactants are: [Cl:1][C:2]1[CH:7]=[CH:6][C:5]([SH:8])=[CH:4][CH:3]=1.C1C(=O)N(Cl)C(=O)C1.[C:17]1([Zn]Br)[CH:22]=[CH:21][CH:20]=[CH:19][CH:18]=1.